Dataset: Full USPTO retrosynthesis dataset with 1.9M reactions from patents (1976-2016). Task: Predict the reactants needed to synthesize the given product. (1) Given the product [Cl:33][C:34]1[C:35]2[C:36](=[N:40][N:41]([CH2:12][C:9]3[CH:10]=[CH:11][C:5]4[O:4][C:3]([CH2:1][CH3:2])=[N:7][C:6]=4[CH:8]=3)[CH:42]=2)[N:37]=[CH:38][N:39]=1, predict the reactants needed to synthesize it. The reactants are: [CH2:1]([C:3]1[O:4][C:5]2[CH:11]=[CH:10][C:9]([CH2:12]O)=[CH:8][C:6]=2[N:7]=1)[CH3:2].C1C=CC(P(C2C=CC=CC=2)C2C=CC=CC=2)=CC=1.[Cl:33][C:34]1[C:35]2[C:36](=[N:40][NH:41][CH:42]=2)[N:37]=[CH:38][N:39]=1.CCOC(/N=N/C(OCC)=O)=O. (2) Given the product [NH2:14][C:15]1[C:23]([O:24][CH3:25])=[C:22]([F:26])[C:21]([I:6])=[C:20]([CH3:27])[C:16]=1[C:17]([OH:19])=[O:18], predict the reactants needed to synthesize it. The reactants are: CN(C)C=O.[I:6]N1C(=O)CCC1=O.[NH2:14][C:15]1[C:23]([O:24][CH3:25])=[C:22]([F:26])[CH:21]=[C:20]([CH3:27])[C:16]=1[C:17]([OH:19])=[O:18]. (3) Given the product [CH:1]1([N:5]2[CH2:6][CH2:7][CH:8]([CH2:11][CH:12]3[CH2:17][CH2:16][N:15]([C:19]4[CH:20]=[N:21][C:22]([C:25]([F:28])([F:27])[F:26])=[N:23][CH:24]=4)[CH2:14][CH2:13]3)[CH2:9][CH2:10]2)[CH2:4][CH2:3][CH2:2]1, predict the reactants needed to synthesize it. The reactants are: [CH:1]1([N:5]2[CH2:10][CH2:9][CH:8]([CH2:11][CH:12]3[CH2:17][CH2:16][NH:15][CH2:14][CH2:13]3)[CH2:7][CH2:6]2)[CH2:4][CH2:3][CH2:2]1.Br[C:19]1[CH:20]=[N:21][C:22]([C:25]([F:28])([F:27])[F:26])=[N:23][CH:24]=1.C1(P(C2CCCCC2)C2C=CC=CC=2C2C=CC=CC=2N(C)C)CCCCC1.CC(C)([O-])C.[Na+].